From a dataset of NCI-60 drug combinations with 297,098 pairs across 59 cell lines. Regression. Given two drug SMILES strings and cell line genomic features, predict the synergy score measuring deviation from expected non-interaction effect. (1) Drug 1: C1=CC(=C2C(=C1NCCNCCO)C(=O)C3=C(C=CC(=C3C2=O)O)O)NCCNCCO. Drug 2: CC1=C(C=C(C=C1)NC(=O)C2=CC=C(C=C2)CN3CCN(CC3)C)NC4=NC=CC(=N4)C5=CN=CC=C5. Cell line: NCI-H522. Synergy scores: CSS=47.8, Synergy_ZIP=1.65, Synergy_Bliss=1.86, Synergy_Loewe=-37.2, Synergy_HSA=1.67. (2) Drug 1: CCCCC(=O)OCC(=O)C1(CC(C2=C(C1)C(=C3C(=C2O)C(=O)C4=C(C3=O)C=CC=C4OC)O)OC5CC(C(C(O5)C)O)NC(=O)C(F)(F)F)O. Drug 2: C1CN(P(=O)(OC1)NCCCl)CCCl. Cell line: SW-620. Synergy scores: CSS=30.8, Synergy_ZIP=-1.86, Synergy_Bliss=-4.42, Synergy_Loewe=-39.9, Synergy_HSA=-4.75. (3) Drug 1: C1=CC(=CC=C1C#N)C(C2=CC=C(C=C2)C#N)N3C=NC=N3. Drug 2: CC1=C(C(CCC1)(C)C)C=CC(=CC=CC(=CC(=O)O)C)C. Cell line: T-47D. Synergy scores: CSS=7.91, Synergy_ZIP=-0.472, Synergy_Bliss=3.40, Synergy_Loewe=-4.08, Synergy_HSA=-1.25. (4) Drug 1: CC1C(C(=O)NC(C(=O)N2CCCC2C(=O)N(CC(=O)N(C(C(=O)O1)C(C)C)C)C)C(C)C)NC(=O)C3=C4C(=C(C=C3)C)OC5=C(C(=O)C(=C(C5=N4)C(=O)NC6C(OC(=O)C(N(C(=O)CN(C(=O)C7CCCN7C(=O)C(NC6=O)C(C)C)C)C)C(C)C)C)N)C. Drug 2: CNC(=O)C1=NC=CC(=C1)OC2=CC=C(C=C2)NC(=O)NC3=CC(=C(C=C3)Cl)C(F)(F)F. Cell line: SK-MEL-2. Synergy scores: CSS=34.4, Synergy_ZIP=-1.98, Synergy_Bliss=-9.84, Synergy_Loewe=-24.0, Synergy_HSA=-10.0.